Dataset: Forward reaction prediction with 1.9M reactions from USPTO patents (1976-2016). Task: Predict the product of the given reaction. The product is: [F:1][C:2]1[CH:3]=[CH:4][C:5]([CH2:8][C:9]2[CH:18]=[C:17]3[C:12]([C:13]([OH:35])=[C:14]([C:30]([NH:39][CH2:38][CH2:36][OH:37])=[O:31])[C:15](=[O:29])[N:16]3[CH2:19][CH2:20][CH2:21][N:22]3[CH2:27][CH2:26][CH2:25][CH2:24][C:23]3=[O:28])=[N:11][CH:10]=2)=[CH:6][CH:7]=1. Given the reactants [F:1][C:2]1[CH:7]=[CH:6][C:5]([CH2:8][C:9]2[CH:18]=[C:17]3[C:12]([C:13]([OH:35])=[C:14]([C:30](OCC)=[O:31])[C:15](=[O:29])[N:16]3[CH2:19][CH2:20][CH2:21][N:22]3[CH2:27][CH2:26][CH2:25][CH2:24][C:23]3=[O:28])=[N:11][CH:10]=2)=[CH:4][CH:3]=1.[CH2:36]([CH2:38][NH2:39])[OH:37], predict the reaction product.